Task: Predict the reactants needed to synthesize the given product.. Dataset: Full USPTO retrosynthesis dataset with 1.9M reactions from patents (1976-2016) (1) Given the product [CH3:9][O:8][C:6]1[CH:7]=[C:2]([NH:1][S:54]([CH3:53])(=[O:56])=[O:55])[CH:3]=[C:4]([C:10]2[C:18]3[C:17]([NH:19][C@H:20]([C:22]4[N:27]([C:28]5[CH:33]=[CH:32][CH:31]=[CH:30][CH:29]=5)[C:26](=[O:34])[C:25]5=[C:35]([CH3:38])[CH:36]=[CH:37][N:24]5[N:23]=4)[CH3:21])=[N:16][CH:15]=[N:14][C:13]=3[N:12]([CH2:39][O:40][CH2:41][CH2:42][Si:43]([CH3:46])([CH3:45])[CH3:44])[CH:11]=2)[CH:5]=1, predict the reactants needed to synthesize it. The reactants are: [NH2:1][C:2]1[CH:3]=[C:4]([C:10]2[C:18]3[C:17]([NH:19][C@H:20]([C:22]4[N:27]([C:28]5[CH:33]=[CH:32][CH:31]=[CH:30][CH:29]=5)[C:26](=[O:34])[C:25]5=[C:35]([CH3:38])[CH:36]=[CH:37][N:24]5[N:23]=4)[CH3:21])=[N:16][CH:15]=[N:14][C:13]=3[N:12]([CH2:39][O:40][CH2:41][CH2:42][Si:43]([CH3:46])([CH3:45])[CH3:44])[CH:11]=2)[CH:5]=[C:6]([O:8][CH3:9])[CH:7]=1.N1C=CC=CC=1.[CH3:53][S:54](Cl)(=[O:56])=[O:55]. (2) Given the product [C:4]([O:3][C:1](=[O:2])[N:8]([CH:9]1[CH2:14][CH2:13][CH:12]([NH:15][CH2:16][C:17]2[CH:18]=[C:19]([C:30]3[CH:35]=[N:34][C:33]([CH3:36])=[CH:32][CH:31]=3)[CH:20]=[CH:21][C:22]=2[O:23][CH3:24])[CH2:11][CH2:10]1)[CH3:28])([CH3:7])([CH3:6])[CH3:5], predict the reactants needed to synthesize it. The reactants are: [C:1]([N:8]([CH3:28])[CH:9]1[CH2:14][CH2:13][CH:12]([NH:15][CH2:16][C:17]2[CH:18]=[C:19](B(O)O)[CH:20]=[CH:21][C:22]=2[O:23][CH3:24])[CH2:11][CH2:10]1)([O:3][C:4]([CH3:7])([CH3:6])[CH3:5])=[O:2].Br[C:30]1[CH:31]=[CH:32][C:33]([CH3:36])=[N:34][CH:35]=1. (3) Given the product [Br:1][C:2]1[C:3]([O:15][CH3:14])=[N:4][CH:5]=[C:6]([F:9])[C:7]=1[CH3:8], predict the reactants needed to synthesize it. The reactants are: [Br:1][C:2]1[C:3](Cl)=[N:4][CH:5]=[C:6]([F:9])[C:7]=1[CH3:8].CN([CH:14]=[O:15])C.C[O-].[Na+].